Dataset: Full USPTO retrosynthesis dataset with 1.9M reactions from patents (1976-2016). Task: Predict the reactants needed to synthesize the given product. (1) Given the product [OH:19][NH:18][C:1]([C:3]1[C:4]2[CH:5]=[CH:6][NH:7][C:8]=2[CH:9]=[CH:10][CH:11]=1)=[NH:2], predict the reactants needed to synthesize it. The reactants are: [C:1]([C:3]1[CH:11]=[CH:10][CH:9]=[C:8]2[C:4]=1[CH:5]=[CH:6][NH:7]2)#[N:2].C(=O)([O-])O.[Na+].Cl.[NH2:18][OH:19]. (2) Given the product [F:23][C:22]([F:25])([F:24])[CH2:21][N:1]1[CH:5]=[CH:4][C:3]([C:6]([O:8][CH3:9])=[O:7])=[N:2]1, predict the reactants needed to synthesize it. The reactants are: [NH:1]1[CH:5]=[CH:4][C:3]([C:6]([O:8][CH3:9])=[O:7])=[N:2]1.C(=O)([O-])[O-].[Cs+].[Cs+].CS(O[CH2:21][C:22]([F:25])([F:24])[F:23])(=O)=O.O. (3) Given the product [F:30][C:10]1[C:11](=[O:29])[N:12]([CH2:15][CH2:16][CH2:17][CH2:18][C:19]2[S:23][C:22]([C:24](=[O:26])[NH:39][CH2:38][C:35]3[CH:36]=[N:37][C:32]([CH3:31])=[CH:33][CH:34]=3)=[N:21][N:20]=2)[CH:13]=[CH:14][C:9]=1[NH:8][C:6](=[O:7])[O:5][C:1]([CH3:3])([CH3:4])[CH3:2], predict the reactants needed to synthesize it. The reactants are: [C:1]([O:5][C:6]([NH:8][C:9]1[CH:14]=[CH:13][N:12]([CH2:15][CH2:16][CH2:17][CH2:18][C:19]2[S:23][C:22]([C:24]([O:26]CC)=O)=[N:21][N:20]=2)[C:11](=[O:29])[C:10]=1[F:30])=[O:7])([CH3:4])([CH3:3])[CH3:2].[CH3:31][C:32]1[N:37]=[CH:36][C:35]([CH2:38][NH2:39])=[CH:34][CH:33]=1. (4) The reactants are: [N+:1]([C:4]1[CH:5]=[C:6]([NH:10][C:11]2[N:18]=[CH:17][CH:16]=[CH:15][C:12]=2[CH:13]=O)[CH:7]=[CH:8][CH:9]=1)([O-:3])=[O:2].[CH3:19][CH:20]([C:29]1[CH:34]=[CH:33][N:32]=[CH:31][CH:30]=1)[CH2:21][CH2:22][CH2:23][C:24](OCC)=[O:25].[Li+].CC([N-]C(C)C)C. Given the product [N+:1]([C:4]1[CH:5]=[C:6]([N:10]2[C:11]3[C:12](=[CH:15][CH:16]=[CH:17][N:18]=3)[CH:13]=[C:23]([CH2:22][CH2:21][CH:20]([CH3:19])[C:29]3[CH:30]=[CH:31][N:32]=[CH:33][CH:34]=3)[C:24]2=[O:25])[CH:7]=[CH:8][CH:9]=1)([O-:3])=[O:2], predict the reactants needed to synthesize it. (5) Given the product [F:23][C:19]1[CH:18]=[C:17]([N:9]2[C:10]([C:11]3[CH:16]=[CH:15][N:14]=[CH:13][CH:12]=3)=[C:6]([C:4]([OH:5])=[O:3])[CH:7]=[N:8]2)[CH:22]=[CH:21][CH:20]=1, predict the reactants needed to synthesize it. The reactants are: C([O:3][C:4]([C:6]1[CH:7]=[N:8][N:9]([C:17]2[CH:22]=[CH:21][CH:20]=[C:19]([F:23])[CH:18]=2)[C:10]=1[C:11]1[CH:16]=[CH:15][N:14]=[CH:13][CH:12]=1)=[O:5])C.[OH-].[Na+].Cl. (6) Given the product [C:1]([O:5][C:6]([N:8]1[CH2:12][C@@H:11]([CH2:13][N:14]([CH:31]([CH3:32])[CH3:33])[C:15](=[O:30])[C:16]2[CH:21]=[CH:20][C:19]([O:22][CH3:23])=[C:18]([O:24][CH2:25][CH2:26][CH2:27][O:28][CH3:29])[CH:17]=2)[C@H:10]([CH:34]=[O:35])[CH2:9]1)=[O:7])([CH3:4])([CH3:3])[CH3:2], predict the reactants needed to synthesize it. The reactants are: [C:1]([O:5][C:6]([N:8]1[CH2:12][C@@H:11]([CH2:13][N:14]([CH:31]([CH3:33])[CH3:32])[C:15](=[O:30])[C:16]2[CH:21]=[CH:20][C:19]([O:22][CH3:23])=[C:18]([O:24][CH2:25][CH2:26][CH2:27][O:28][CH3:29])[CH:17]=2)[C@H:10]([CH2:34][OH:35])[CH2:9]1)=[O:7])([CH3:4])([CH3:3])[CH3:2].CC(OI1(OC(C)=O)(OC(C)=O)OC(=O)C2C=CC=CC1=2)=O.C(OC(C)(C)C)=O.CC#N.O. (7) Given the product [O:9]1[C:5]([CH2:4][C:3]([NH:12][NH2:13])=[O:2])=[CH:6][CH:7]=[N:8]1, predict the reactants needed to synthesize it. The reactants are: C[O:2][C:3](=O)[CH2:4][C:5]1[O:9][N:8]=[CH:7][CH:6]=1.O.[NH2:12][NH2:13]. (8) Given the product [CH3:1][N:2]1[CH:6]([CH3:7])[CH:5]([N:8]([CH2:10][S:11]([O:14][C:34]2[CH:33]=[CH:32][CH:31]=[C:30]([CH:27]([CH2:28][CH3:29])[CH:26]([CH3:37])[CH2:25][N:24]([CH3:38])[CH3:23])[CH:35]=2)(=[O:12])=[O:13])[CH3:9])[C:4](=[O:15])[N:3]1[C:16]1[CH:21]=[CH:20][CH:19]=[CH:18][CH:17]=1, predict the reactants needed to synthesize it. The reactants are: [CH3:1][N:2]1[CH:6]([CH3:7])[CH:5]([N:8]([CH2:10][S:11]([O-:14])(=[O:13])=[O:12])[CH3:9])[C:4](=[O:15])[N:3]1[C:16]1[CH:21]=[CH:20][CH:19]=[CH:18][CH:17]=1.[Na+].[CH3:23][N:24]([CH3:38])[CH2:25][CH:26]([CH3:37])[CH:27]([C:30]1[CH:31]=[C:32](O)[CH:33]=[CH:34][CH:35]=1)[CH2:28][CH3:29]. (9) Given the product [CH2:1]([C@@H:8]1[CH2:9][NH:10][CH2:11][CH2:12][N:13]1[C:14]([C:16]1[N:17]=[CH:18][N:19]([C@@H:27]2[CH2:32][CH2:31][CH2:30][CH2:29][C@:28]2([CH2:33][O:34][CH3:35])[OH:36])[C:20]=1[C:21]1[CH:22]=[CH:23][CH:24]=[CH:25][CH:26]=1)=[O:15])[C:2]1[CH:7]=[CH:6][CH:5]=[CH:4][CH:3]=1, predict the reactants needed to synthesize it. The reactants are: [CH2:1]([C@H:8]1[N:13]([C:14]([C:16]2[N:17]=[CH:18][N:19]([C@@H:27]3[CH2:32][CH2:31][CH2:30][CH2:29][C@@:28]3([OH:36])[CH2:33][O:34][CH3:35])[C:20]=2[C:21]2[CH:26]=[CH:25][CH:24]=[CH:23][CH:22]=2)=[O:15])[CH2:12][CH2:11][N:10](C(OC(C)(C)C)=O)[CH2:9]1)[C:2]1[CH:7]=[CH:6][CH:5]=[CH:4][CH:3]=1.C(OCC)(=O)C.Cl. (10) Given the product [CH3:1][C@H:2]1[CH2:3][N:4]([S:8]([C:11]2[CH:16]=[CH:15][C:14]([C:17]([F:20])([F:18])[F:19])=[CH:13][C:12]=2[CH3:21])(=[O:9])=[O:10])[CH2:5][CH2:6][N:7]1[C:31]([C:24]1[CH:23]=[N:22][N:26]2[CH:27]=[CH:28][CH:29]=[N:30][C:25]=12)=[O:32], predict the reactants needed to synthesize it. The reactants are: [CH3:1][C@@H:2]1[NH:7][CH2:6][CH2:5][N:4]([S:8]([C:11]2[CH:16]=[CH:15][C:14]([C:17]([F:20])([F:19])[F:18])=[CH:13][C:12]=2[CH3:21])(=[O:10])=[O:9])[CH2:3]1.[N:22]1[N:26]2[CH:27]=[CH:28][CH:29]=[N:30][C:25]2=[C:24]([C:31](O)=[O:32])[CH:23]=1.C1C=CC2N(O)N=NC=2C=1.CCN(C(C)C)C(C)C.CN(C(ON1N=NC2C=CC=CC1=2)=[N+](C)C)C.F[P-](F)(F)(F)(F)F.